From a dataset of Full USPTO retrosynthesis dataset with 1.9M reactions from patents (1976-2016). Predict the reactants needed to synthesize the given product. (1) Given the product [Cl:1][C:2]1[N:7]=[C:6]([N:8]2[CH2:9][C@H:10]3[N:15]([C:26]([CH:23]4[CH2:25][CH2:24]4)=[O:27])[C@H:13]([CH2:12][CH2:11]3)[CH2:14]2)[CH:5]=[CH:4][N:3]=1, predict the reactants needed to synthesize it. The reactants are: [Cl:1][C:2]1[N:7]=[C:6]([N:8]2[CH2:14][C@H:13]3[NH:15][C@H:10]([CH2:11][CH2:12]3)[CH2:9]2)[CH:5]=[CH:4][N:3]=1.C(N(CC)CC)C.[CH:23]1([C:26](Cl)=[O:27])[CH2:25][CH2:24]1. (2) Given the product [CH3:22][O:23][C:24](=[O:29])[CH2:25][C:26]([NH:1][C:2]1[CH:7]=[CH:6][C:5]([NH:8][S:9]([CH3:12])(=[O:10])=[O:11])=[CH:4][C:3]=1[S:13](=[O:14])(=[O:15])[NH2:16])=[O:27], predict the reactants needed to synthesize it. The reactants are: [NH2:1][C:2]1[CH:7]=[CH:6][C:5]([NH:8][S:9]([CH3:12])(=[O:11])=[O:10])=[CH:4][C:3]=1[S:13]([NH2:16])(=[O:15])=[O:14].C(OCC)C.[CH3:22][O:23][C:24](=[O:29])[CH2:25][C:26](Cl)=[O:27]. (3) Given the product [CH3:17][O:18][C:19]1[CH:24]=[CH:23][C:22]([C@@H:25]([NH:27][C:12](=[O:14])[CH2:11][N:8]2[C:9](=[O:10])[C:4]3[CH:3]=[C:2]([CH3:1])[CH:16]=[CH:15][C:5]=3[N:6]=[N:7]2)[CH3:26])=[CH:21][CH:20]=1, predict the reactants needed to synthesize it. The reactants are: [CH3:1][C:2]1[CH:16]=[CH:15][C:5]2[N:6]=[N:7][N:8]([CH2:11][C:12]([OH:14])=O)[C:9](=[O:10])[C:4]=2[CH:3]=1.[CH3:17][O:18][C:19]1[CH:24]=[CH:23][C:22]([C@@H:25]([NH2:27])[CH3:26])=[CH:21][CH:20]=1. (4) Given the product [CH2:26]([O:22][CH:18]1[CH2:19][CH2:20][CH2:21][N:15]([S:12]([C:3]2[CH:4]=[C:5]([CH:10]=[CH:11][C:2]=2[Br:1])[C:6]([O:8][CH3:9])=[O:7])(=[O:14])=[O:13])[CH2:16][CH2:17]1)[C:27]1[CH:32]=[CH:31][CH:30]=[CH:29][CH:28]=1, predict the reactants needed to synthesize it. The reactants are: [Br:1][C:2]1[CH:11]=[CH:10][C:5]([C:6]([O:8][CH3:9])=[O:7])=[CH:4][C:3]=1[S:12]([N:15]1[CH2:21][CH2:20][CH2:19][CH:18]([OH:22])[CH2:17][CH2:16]1)(=[O:14])=[O:13].[H-].[Na+].Br[CH2:26][C:27]1[CH:32]=[CH:31][CH:30]=[CH:29][CH:28]=1.[NH4+].[Cl-]. (5) Given the product [F:1][C:2]1[CH:11]=[CH:10][CH:9]=[C:8]([F:12])[C:3]=1[CH2:4][NH:6][CH3:7], predict the reactants needed to synthesize it. The reactants are: [F:1][C:2]1[CH:11]=[CH:10][CH:9]=[C:8]([F:12])[C:3]=1[C:4]([NH:6][CH3:7])=O.B.CSC.